This data is from Full USPTO retrosynthesis dataset with 1.9M reactions from patents (1976-2016). The task is: Predict the reactants needed to synthesize the given product. (1) Given the product [C:3]([N:6]([CH2:20][C:21]1[CH:26]=[CH:25][CH:24]=[CH:23][C:22]=1[C:27]([OH:29])=[O:28])[C:7]1[CH:12]=[CH:11][CH:10]=[CH:9][C:8]=1[O:13][C:14]1[CH:19]=[CH:18][CH:17]=[CH:16][CH:15]=1)(=[O:5])[CH3:4], predict the reactants needed to synthesize it. The reactants are: [OH-].[K+].[C:3]([N:6]([CH2:20][C:21]1[CH:26]=[CH:25][CH:24]=[CH:23][C:22]=1[C:27]([O:29]C)=[O:28])[C:7]1[CH:12]=[CH:11][CH:10]=[CH:9][C:8]=1[O:13][C:14]1[CH:19]=[CH:18][CH:17]=[CH:16][CH:15]=1)(=[O:5])[CH3:4]. (2) The reactants are: [Br:1][C:2]1[CH:11]=[CH:10][CH:9]=[C:8]2[C:3]=1[CH:4]=[CH:5][N:6]=[C:7]2Cl.[NH2:13][C:14]1[CH:15]=[C:16]([S:20]([NH2:23])(=[O:22])=[O:21])[CH:17]=[CH:18][CH:19]=1. Given the product [Br:1][C:2]1[CH:11]=[CH:10][CH:9]=[C:8]2[C:3]=1[CH:4]=[CH:5][N:6]=[C:7]2[NH:13][C:14]1[CH:15]=[C:16]([S:20]([NH2:23])(=[O:21])=[O:22])[CH:17]=[CH:18][CH:19]=1, predict the reactants needed to synthesize it.